From a dataset of Full USPTO retrosynthesis dataset with 1.9M reactions from patents (1976-2016). Predict the reactants needed to synthesize the given product. (1) Given the product [CH3:42][O:41][C:38]1[CH:37]=[CH:36][C:35]([CH2:34][N:8]([CH2:7][C:6]2[CH:5]=[CH:4][C:3]([O:2][CH3:1])=[CH:44][CH:43]=2)[C:9]2[N:14]=[C:13]([CH3:15])[N:12]=[C:11]([C:16]3[C:17]([NH:24][C:25]4[CH:26]=[N:27][C:28]([O:32][CH3:33])=[C:29]([F:31])[CH:30]=4)=[N:18][CH:19]=[C:20]([CH:23]=3)[C:21]([O:49][CH3:47])=[O:22])[N:10]=2)=[CH:40][CH:39]=1, predict the reactants needed to synthesize it. The reactants are: [CH3:1][O:2][C:3]1[CH:44]=[CH:43][C:6]([CH2:7][N:8]([CH2:34][C:35]2[CH:40]=[CH:39][C:38]([O:41][CH3:42])=[CH:37][CH:36]=2)[C:9]2[N:14]=[C:13]([CH3:15])[N:12]=[C:11]([C:16]3[C:17]([NH:24][C:25]4[CH:26]=[N:27][C:28]([O:32][CH3:33])=[C:29]([F:31])[CH:30]=4)=[N:18][CH:19]=[C:20]([CH:23]=3)[CH:21]=[O:22])[N:10]=2)=[CH:5][CH:4]=1.CO.[C:47](O)(=[O:49])C.[C-]#N.[Na+]. (2) Given the product [CH2:18]([S:15]([N:12]1[CH2:13][CH2:14][N:9]([CH2:8][C:7]2[CH:6]=[CH:5][C:4]([NH2:1])=[CH:22][CH:21]=2)[CH2:10][CH2:11]1)(=[O:16])=[O:17])[CH2:19][CH3:20], predict the reactants needed to synthesize it. The reactants are: [N+:1]([C:4]1[CH:22]=[CH:21][C:7]([CH2:8][N:9]2[CH2:14][CH2:13][N:12]([S:15]([CH2:18][CH2:19][CH3:20])(=[O:17])=[O:16])[CH2:11][CH2:10]2)=[CH:6][CH:5]=1)([O-])=O. (3) Given the product [ClH:1].[NH2:3][C@:4]1([C:15]([OH:17])=[O:16])[C@@H:8]([CH2:9][CH2:10][CH2:11][B:12]([OH:14])[OH:13])[CH2:7][N:6]([C:33](=[O:34])[NH:32][C:29]2[CH:30]=[CH:31][C:26]([F:25])=[CH:27][CH:28]=2)[CH2:5]1, predict the reactants needed to synthesize it. The reactants are: [ClH:1].Cl.[NH2:3][C@:4]1([C:15]([OH:17])=[O:16])[C@@H:8]([CH2:9][CH2:10][CH2:11][B:12]([OH:14])[OH:13])[CH2:7][NH:6][CH2:5]1.CCN(CC)CC.[F:25][C:26]1[CH:31]=[CH:30][C:29]([N:32]=[C:33]=[O:34])=[CH:28][CH:27]=1.Cl. (4) Given the product [CH3:51]/[C:52](=[CH:58]\[C@@H:59]([N:63]([CH3:72])[C:64](=[O:71])[C@H:65]([C:67]([CH3:68])([CH3:70])[CH3:69])[NH:66][C:4](=[O:6])[CH:3]([NH:2][CH3:1])[C:7]1([C:12]2[CH:17]=[CH:16][CH:15]=[CH:14][CH:13]=2)[CH2:11][CH2:10][CH2:9][CH2:8]1)[CH:60]([CH3:62])[CH3:61])/[C:53]([O:55][CH2:56][CH3:57])=[O:54], predict the reactants needed to synthesize it. The reactants are: [CH3:1][NH:2][CH:3]([C:7]1([C:12]2[CH:17]=[CH:16][CH:15]=[CH:14][CH:13]=2)[CH2:11][CH2:10][CH2:9][CH2:8]1)[C:4]([OH:6])=O.F[P-](F)(F)(F)(F)F.N1(O[P+](N2CCCC2)(N2CCCC2)N2CCCC2)C2C=CC=CC=2N=N1.[CH3:51]/[C:52](=[CH:58]\[C@@H:59]([N:63]([CH3:72])[C:64](=[O:71])[C@H:65]([C:67]([CH3:70])([CH3:69])[CH3:68])[NH2:66])[CH:60]([CH3:62])[CH3:61])/[C:53]([O:55][CH2:56][CH3:57])=[O:54].C(N(C(C)C)CC)(C)C. (5) Given the product [Br:25][C:18]1[C:19]2[C:24]([C:11]([C:8]3[CH:7]=[CH:6][C:5]([C:1]([CH3:4])([CH3:2])[CH3:3])=[CH:10][CH:9]=3)=[C:12]3[C:17]=1[CH:16]=[CH:15][CH:14]=[CH:13]3)=[CH:23][CH:22]=[CH:21][CH:20]=2, predict the reactants needed to synthesize it. The reactants are: [C:1]([C:5]1[CH:10]=[CH:9][C:8]([C:11]2[C:12]3[C:17]([CH:18]=[C:19]4[C:24]=2[CH:23]=[CH:22][CH:21]=[CH:20]4)=[CH:16][CH:15]=[CH:14][CH:13]=3)=[CH:7][CH:6]=1)([CH3:4])([CH3:3])[CH3:2].[Br:25]Br.C(Cl)(Cl)(Cl)Cl. (6) Given the product [S:24]1[C:28]([NH:29][C:2]2[CH:7]=[C:6]([Cl:8])[N:5]=[C:4]([S:9][C:10]3[CH:15]=[CH:14][C:13]([NH:16][C:17](=[O:23])[CH2:18][C:19]([F:22])([F:21])[F:20])=[CH:12][CH:11]=3)[N:3]=2)=[N:27][CH:26]=[N:25]1, predict the reactants needed to synthesize it. The reactants are: Cl[C:2]1[CH:7]=[C:6]([Cl:8])[N:5]=[C:4]([S:9][C:10]2[CH:15]=[CH:14][C:13]([NH:16][C:17](=[O:23])[CH2:18][C:19]([F:22])([F:21])[F:20])=[CH:12][CH:11]=2)[N:3]=1.[S:24]1[C:28]([NH2:29])=[N:27][CH:26]=[N:25]1.CC1(C)C2C(=C(P(C3C=CC=CC=3)C3C=CC=CC=3)C=CC=2)OC2C(P(C3C=CC=CC=3)C3C=CC=CC=3)=CC=CC1=2.